This data is from Full USPTO retrosynthesis dataset with 1.9M reactions from patents (1976-2016). The task is: Predict the reactants needed to synthesize the given product. (1) Given the product [Cl:1][C:2]1[S:6][C:5]([C:7]2[C:11]([I:12])=[C:10]([CH3:13])[N:9]([CH:17]([CH3:19])[CH3:18])[N:8]=2)=[CH:4][CH:3]=1, predict the reactants needed to synthesize it. The reactants are: [Cl:1][C:2]1[S:6][C:5]([C:7]2[C:11]([I:12])=[C:10]([CH3:13])[NH:9][N:8]=2)=[CH:4][CH:3]=1.[H-].[Na+].I[CH:17]([CH3:19])[CH3:18].[Cl-].[NH4+]. (2) Given the product [Cl:1][C:2]1[CH:3]=[CH:4][C:5]([O:25][CH2:26][C:27]2[CH:32]=[CH:31][C:30]([Cl:33])=[CH:29][C:28]=2[F:34])=[C:6]([CH:24]=1)[CH2:7][N:8]1[C:16]2[CH:15]=[CH:14][CH:13]=[C:12]3[C:17](=[O:18])[O:23][CH2:22][CH2:21][C:10]([C:11]=23)=[CH:9]1, predict the reactants needed to synthesize it. The reactants are: [Cl:1][C:2]1[CH:3]=[CH:4][C:5]([O:25][CH2:26][C:27]2[CH:32]=[CH:31][C:30]([Cl:33])=[CH:29][C:28]=2[F:34])=[C:6]([CH:24]=1)[CH2:7][N:8]1[C:16]2[CH:15]=[CH:14][CH:13]=[C:12]([C:17](OC)=[O:18])[C:11]=2[C:10]([CH2:21][CH:22]=[O:23])=[CH:9]1.[BH4-].[Na+].O. (3) Given the product [CH3:1][CH:2]([CH2:7][C:8]([CH3:10])([CH3:9])[CH3:11])[CH2:3][C:4]([O:6][C:16](=[O:18])[CH2:17][CH:2]([CH3:1])[CH2:7][C:8]([CH3:11])([CH3:10])[CH3:9])=[O:5], predict the reactants needed to synthesize it. The reactants are: [CH3:1][CH:2]([CH2:7][C:8]([CH3:11])([CH3:10])[CH3:9])[CH2:3][C:4]([OH:6])=[O:5].C(O[C:16](=[O:18])[CH3:17])(=O)C.